Dataset: Peptide-MHC class I binding affinity with 185,985 pairs from IEDB/IMGT. Task: Regression. Given a peptide amino acid sequence and an MHC pseudo amino acid sequence, predict their binding affinity value. This is MHC class I binding data. (1) The peptide sequence is NIFMTLVPV. The MHC is HLA-A02:06 with pseudo-sequence HLA-A02:06. The binding affinity (normalized) is 0.499. (2) The peptide sequence is EFIPNLFCM. The MHC is HLA-A02:01 with pseudo-sequence HLA-A02:01. The binding affinity (normalized) is 0.213. (3) The peptide sequence is MLIFNVKSKL. The MHC is HLA-A68:02 with pseudo-sequence HLA-A68:02. The binding affinity (normalized) is 0.250. (4) The peptide sequence is VSETQHGTIL. The MHC is HLA-A01:01 with pseudo-sequence HLA-A01:01. The binding affinity (normalized) is 0. (5) The peptide sequence is RVTTELNIV. The MHC is HLA-A68:01 with pseudo-sequence HLA-A68:01. The binding affinity (normalized) is 0.0163. (6) The peptide sequence is WSDLNTTDF. The MHC is HLA-A30:01 with pseudo-sequence HLA-A30:01. The binding affinity (normalized) is 0.0847. (7) The peptide sequence is DIRQDVIAM. The MHC is HLA-B57:01 with pseudo-sequence HLA-B57:01. The binding affinity (normalized) is 0.0847. (8) The peptide sequence is SVETITEKT. The MHC is HLA-A02:01 with pseudo-sequence HLA-A02:01. The binding affinity (normalized) is 0. (9) The peptide sequence is KVNSTLEQY. The MHC is HLA-A31:01 with pseudo-sequence HLA-A31:01. The binding affinity (normalized) is 0.273.